This data is from HIV replication inhibition screening data with 41,000+ compounds from the AIDS Antiviral Screen. The task is: Binary Classification. Given a drug SMILES string, predict its activity (active/inactive) in a high-throughput screening assay against a specified biological target. The molecule is COC(=O)C1=C2c3ccccc3-c3ccccc3C2(O)C(C(=O)OC)C1=O. The result is 0 (inactive).